From a dataset of NCI-60 drug combinations with 297,098 pairs across 59 cell lines. Regression. Given two drug SMILES strings and cell line genomic features, predict the synergy score measuring deviation from expected non-interaction effect. (1) Drug 1: CC1C(C(CC(O1)OC2CC(CC3=C2C(=C4C(=C3O)C(=O)C5=C(C4=O)C(=CC=C5)OC)O)(C(=O)C)O)N)O.Cl. Drug 2: CCCS(=O)(=O)NC1=C(C(=C(C=C1)F)C(=O)C2=CNC3=C2C=C(C=N3)C4=CC=C(C=C4)Cl)F. Cell line: U251. Synergy scores: CSS=43.1, Synergy_ZIP=-0.606, Synergy_Bliss=0.698, Synergy_Loewe=-44.6, Synergy_HSA=1.04. (2) Drug 1: C1CC(C1)(C(=O)O)C(=O)O.[NH2-].[NH2-].[Pt+2]. Drug 2: CNC(=O)C1=NC=CC(=C1)OC2=CC=C(C=C2)NC(=O)NC3=CC(=C(C=C3)Cl)C(F)(F)F. Cell line: OVCAR-8. Synergy scores: CSS=-0.636, Synergy_ZIP=-0.557, Synergy_Bliss=-0.443, Synergy_Loewe=-3.22, Synergy_HSA=-1.52. (3) Drug 1: CC1=C(C(=CC=C1)Cl)NC(=O)C2=CN=C(S2)NC3=CC(=NC(=N3)C)N4CCN(CC4)CCO. Drug 2: N.N.Cl[Pt+2]Cl. Cell line: NCI-H226. Synergy scores: CSS=14.4, Synergy_ZIP=-4.98, Synergy_Bliss=-0.923, Synergy_Loewe=-2.63, Synergy_HSA=-0.448. (4) Drug 1: CC1OCC2C(O1)C(C(C(O2)OC3C4COC(=O)C4C(C5=CC6=C(C=C35)OCO6)C7=CC(=C(C(=C7)OC)O)OC)O)O. Drug 2: C1C(C(OC1N2C=NC(=NC2=O)N)CO)O. Cell line: NCI-H226. Synergy scores: CSS=10.8, Synergy_ZIP=-5.66, Synergy_Bliss=1.48, Synergy_Loewe=-2.82, Synergy_HSA=-1.31. (5) Cell line: HCT-15. Drug 2: CS(=O)(=O)OCCCCOS(=O)(=O)C. Synergy scores: CSS=2.32, Synergy_ZIP=3.26, Synergy_Bliss=2.48, Synergy_Loewe=2.80, Synergy_HSA=-0.764. Drug 1: C(CC(=O)O)C(=O)CN.Cl. (6) Synergy scores: CSS=26.8, Synergy_ZIP=-2.93, Synergy_Bliss=2.10, Synergy_Loewe=-2.89, Synergy_HSA=-2.21. Cell line: SK-MEL-28. Drug 1: C1C(C(OC1N2C=C(C(=O)NC2=O)F)CO)O. Drug 2: CC1=C2C(C(=O)C3(C(CC4C(C3C(C(C2(C)C)(CC1OC(=O)C(C(C5=CC=CC=C5)NC(=O)C6=CC=CC=C6)O)O)OC(=O)C7=CC=CC=C7)(CO4)OC(=O)C)O)C)OC(=O)C.